From a dataset of Catalyst prediction with 721,799 reactions and 888 catalyst types from USPTO. Predict which catalyst facilitates the given reaction. (1) Reactant: [N:1]1[CH:6]=[CH:5][CH:4]=[CH:3][C:2]=1[N:7]([CH2:42][CH2:43][C:44]([O:46]C)=[O:45])[C:8]([C:10]1[CH:41]=[CH:40][C:13]2[N:14]([CH3:39])[C:15]([CH2:17][NH:18][C:19]3[CH:24]=[CH:23][C:22]([C:25](=[NH:38])[NH:26][C:27]([O:29][CH2:30][CH2:31][CH2:32][CH2:33][CH2:34][CH2:35][CH2:36][CH3:37])=[O:28])=[CH:21][CH:20]=3)=[N:16][C:12]=2[CH:11]=1)=[O:9].[OH-].[Na+].CO.C(O)(=O)C. Product: [N:1]1[CH:6]=[CH:5][CH:4]=[CH:3][C:2]=1[N:7]([CH2:42][CH2:43][C:44]([OH:46])=[O:45])[C:8]([C:10]1[CH:41]=[CH:40][C:13]2[N:14]([CH3:39])[C:15]([CH2:17][NH:18][C:19]3[CH:20]=[CH:21][C:22]([C:25](=[NH:38])[NH:26][C:27]([O:29][CH2:30][CH2:31][CH2:32][CH2:33][CH2:34][CH2:35][CH2:36][CH3:37])=[O:28])=[CH:23][CH:24]=3)=[N:16][C:12]=2[CH:11]=1)=[O:9]. The catalyst class is: 581. (2) Reactant: [NH2:1][C:2]1[CH:7]=[CH:6][C:5]([Cl:8])=[CH:4][C:3]=1[C:9]([C:11]1[CH:16]=[CH:15][CH:14]=[C:13]([O:17][CH3:18])[C:12]=1[O:19][CH2:20][CH3:21])=[O:10].[BH4-].[Na+]. Product: [NH2:1][C:2]1[CH:7]=[CH:6][C:5]([Cl:8])=[CH:4][C:3]=1[CH:9]([C:11]1[CH:16]=[CH:15][CH:14]=[C:13]([O:17][CH3:18])[C:12]=1[O:19][CH2:20][CH3:21])[OH:10]. The catalyst class is: 823. (3) Reactant: [N+:1]([C:4]1[CH:9]=[CH:8][CH:7]=[CH:6][C:5]=1[C:10]1[CH2:11][CH2:12][N:13]([C:16](=[O:18])[CH3:17])[CH2:14][CH:15]=1)([O-])=O.C([O-])=O.[NH4+]. Product: [NH2:1][C:4]1[CH:9]=[CH:8][CH:7]=[CH:6][C:5]=1[CH:10]1[CH2:11][CH2:12][N:13]([C:16](=[O:18])[CH3:17])[CH2:14][CH2:15]1. The catalyst class is: 522.